Dataset: Peptide-MHC class I binding affinity with 185,985 pairs from IEDB/IMGT. Task: Regression. Given a peptide amino acid sequence and an MHC pseudo amino acid sequence, predict their binding affinity value. This is MHC class I binding data. (1) The peptide sequence is CYMHVSDYY. The MHC is HLA-B51:01 with pseudo-sequence HLA-B51:01. The binding affinity (normalized) is 0.0847. (2) The peptide sequence is PASISSVLTI. The MHC is HLA-A02:01 with pseudo-sequence HLA-A02:01. The binding affinity (normalized) is 0.197. (3) The peptide sequence is YLLLTTNGT. The MHC is HLA-B39:01 with pseudo-sequence HLA-B39:01. The binding affinity (normalized) is 0.213. (4) The peptide sequence is FASPLHVAWR. The MHC is HLA-A02:06 with pseudo-sequence HLA-A02:06. The binding affinity (normalized) is 0.377. (5) The peptide sequence is HISCLTFGR. The MHC is HLA-A68:02 with pseudo-sequence HLA-A68:02. The binding affinity (normalized) is 0. (6) The peptide sequence is PSGYAQTDCV. The MHC is Mamu-A02 with pseudo-sequence Mamu-A02. The binding affinity (normalized) is 0. (7) The peptide sequence is MMQGTPYVY. The MHC is BoLA-D18.4 with pseudo-sequence BoLA-D18.4. The binding affinity (normalized) is 0.548. (8) The peptide sequence is RARKRGITM. The MHC is HLA-B45:06 with pseudo-sequence HLA-B45:06. The binding affinity (normalized) is 0.213. (9) The peptide sequence is MPRLSRNAA. The MHC is HLA-B15:17 with pseudo-sequence HLA-B15:17. The binding affinity (normalized) is 0.0847.